From a dataset of Forward reaction prediction with 1.9M reactions from USPTO patents (1976-2016). Predict the product of the given reaction. (1) Given the reactants [F:1][C:2]1[C:7]2[CH:8]=[CH:9][O:10][C:6]=2[CH:5]=[CH:4][CH:3]=1.[C:11]([O:15][C:16]([N:18]1[CH2:23][CH2:22][CH2:21][CH2:20][CH:19]1[C:24](=[O:29])N(OC)C)=[O:17])([CH3:14])([CH3:13])[CH3:12], predict the reaction product. The product is: [C:11]([O:15][C:16]([N:18]1[CH2:23][CH2:22][CH2:21][CH2:20][CH:19]1[C:24]([C:9]1[O:10][C:6]2[CH:5]=[CH:4][CH:3]=[C:2]([F:1])[C:7]=2[CH:8]=1)=[O:29])=[O:17])([CH3:14])([CH3:13])[CH3:12]. (2) The product is: [Cl:67][C:68]1[N:73]=[C:72]([NH:74][C:2]2[N:7]=[CH:6][C:5]3[C:8]([C:14]4[CH:15]=[N:16][N:17]([CH2:19][C:20]([O:22][CH2:23][CH3:24])=[O:21])[CH:18]=4)=[CH:9][N:10]([CH:11]([CH3:13])[CH3:12])[C:4]=3[CH:3]=2)[CH:71]=[CH:70][N:69]=1. Given the reactants Br[C:2]1[N:7]=[CH:6][C:5]2[C:8]([C:14]3[CH:15]=[N:16][N:17]([CH2:19][C:20]([O:22][CH2:23][CH3:24])=[O:21])[CH:18]=3)=[CH:9][N:10]([CH:11]([CH3:13])[CH3:12])[C:4]=2[CH:3]=1.C1(P(C2C=CC=CC=2)C2C3OC4C(=CC=CC=4P(C4C=CC=CC=4)C4C=CC=CC=4)C(C)(C)C=3C=CC=2)C=CC=CC=1.[Cl:67][C:68]1[N:73]=[C:72]([NH2:74])[CH:71]=[CH:70][N:69]=1.C(=O)([O-])[O-].[Cs+].[Cs+], predict the reaction product. (3) Given the reactants [ClH:1].CCOC(C)=O.[CH3:8][O:9][C:10]1[CH:11]=[C:12]([CH:39]=[CH:40][CH:41]=1)[C:13]([NH:15][CH:16]1[CH2:21][CH2:20][N:19]([CH2:22][C:23]2[CH:32]=[CH:31][C:30]3[C:25](=[CH:26][C:27]([CH2:33][O:34][CH2:35][CH2:36][O:37][CH3:38])=[CH:28][CH:29]=3)[CH:24]=2)[CH2:18][CH2:17]1)=[O:14], predict the reaction product. The product is: [ClH:1].[CH3:8][O:9][C:10]1[CH:11]=[C:12]([CH:39]=[CH:40][CH:41]=1)[C:13]([NH:15][CH:16]1[CH2:21][CH2:20][N:19]([CH2:22][C:23]2[CH:32]=[CH:31][C:30]3[C:25](=[CH:26][C:27]([CH2:33][O:34][CH2:35][CH2:36][O:37][CH3:38])=[CH:28][CH:29]=3)[CH:24]=2)[CH2:18][CH2:17]1)=[O:14]. (4) Given the reactants OC[C:3]([N:5](C)[C@H:6]([CH3:36])[CH2:7][O:8][C:9]1[CH:18]=[CH:17][CH:16]=[C:15]2[C:10]=1[C:11]([NH:19][C:20]1[CH:21]=[C:22]3[C:26](=[CH:27][CH:28]=1)[N:25]([CH2:29][C:30]1[CH:35]=[CH:34][CH:33]=[CH:32][N:31]=1)[CH:24]=[CH:23]3)=[N:12][CH:13]=[N:14]2)=O.FC1C=CC=C2C=1C(NC1C=C3C(=CC=1)N(CC1C=CC=CN=1)C=C3)=NC=N2.CN[C@H](C)CO, predict the reaction product. The product is: [CH3:3][NH:5][C@H:6]([CH3:36])[CH2:7][O:8][C:9]1[CH:18]=[CH:17][CH:16]=[C:15]2[C:10]=1[C:11]([NH:19][C:20]1[CH:21]=[C:22]3[C:26](=[CH:27][CH:28]=1)[N:25]([CH2:29][C:30]1[CH:35]=[CH:34][CH:33]=[CH:32][N:31]=1)[CH:24]=[CH:23]3)=[N:12][CH:13]=[N:14]2. (5) Given the reactants [C:1]1([N:7]2[CH:11]=[C:10]([CH:12]=O)[N:9]=[N:8]2)[CH:6]=[CH:5][CH:4]=[CH:3][CH:2]=1.[CH3:14][NH:15][CH:16]1[C:25]2[N:24]=[CH:23][CH:22]=[CH:21][C:20]=2[CH2:19][CH2:18][CH2:17]1.C(O[BH-](OC(=O)C)OC(=O)C)(=O)C.[Na+].[Na+].[Cl-], predict the reaction product. The product is: [CH3:14][N:15]([CH2:12][C:10]1[N:9]=[N:8][N:7]([C:1]2[CH:6]=[CH:5][CH:4]=[CH:3][CH:2]=2)[CH:11]=1)[CH:16]1[C:25]2[N:24]=[CH:23][CH:22]=[CH:21][C:20]=2[CH2:19][CH2:18][CH2:17]1. (6) Given the reactants [CH3:1][NH:2][C:3]1[CH:8]=[CH:7][C:6]([C:9]2[S:10][C:11]3[CH:17]=[C:16]([O:18]C)[CH:15]=[CH:14][C:12]=3[N:13]=2)=[CH:5][C:4]=1[I:20].B(Br)(Br)Br.O.C([O-])(O)=O.[Na+], predict the reaction product. The product is: [CH3:1][NH:2][C:3]1[CH:8]=[CH:7][C:6]([C:9]2[S:10][C:11]3[CH:17]=[C:16]([OH:18])[CH:15]=[CH:14][C:12]=3[N:13]=2)=[CH:5][C:4]=1[I:20]. (7) Given the reactants C(=O)([O-])[O-].[Na+].[Na+].[NH2:7][C:8]1[CH:13]=[CH:12][CH:11]=[CH:10][CH:9]=1.I[C:15]1[CH:20]=[CH:19][CH:18]=[CH:17][CH:16]=1, predict the reaction product. The product is: [C:8]1([N:7]([C:8]2[CH:13]=[CH:12][CH:11]=[CH:10][CH:9]=2)[C:15]2[CH:20]=[CH:19][CH:18]=[CH:17][CH:16]=2)[CH:13]=[CH:12][CH:11]=[CH:10][CH:9]=1.